From a dataset of Full USPTO retrosynthesis dataset with 1.9M reactions from patents (1976-2016). Predict the reactants needed to synthesize the given product. (1) Given the product [CH2:1]([N:8]1[CH2:13][CH2:12][N:11]([CH2:14][C:15]2[CH:20]=[CH:19][CH:18]=[CH:17][CH:16]=2)[CH2:10][CH:9]1[CH2:21][CH2:22][N:24]1[CH2:29][CH2:28][CH2:27][CH2:26][CH2:25]1)[C:2]1[CH:7]=[CH:6][CH:5]=[CH:4][CH:3]=1, predict the reactants needed to synthesize it. The reactants are: [CH2:1]([N:8]1[CH2:13][CH2:12][N:11]([CH2:14][C:15]2[CH:20]=[CH:19][CH:18]=[CH:17][CH:16]=2)[CH2:10][CH:9]1[CH2:21][CH:22]=O)[C:2]1[CH:7]=[CH:6][CH:5]=[CH:4][CH:3]=1.[NH:24]1[CH2:29][CH2:28][CH2:27][CH2:26][CH2:25]1. (2) Given the product [CH2:14]([C:1]1([C:4]#[N:5])[CH2:3][CH2:2]1)[C:15]1[CH:20]=[CH:19][CH:18]=[CH:17][CH:16]=1, predict the reactants needed to synthesize it. The reactants are: [CH:1]1([C:4]#[N:5])[CH2:3][CH2:2]1.C([N-]C(C)C)(C)C.[Li+].[CH2:14](Br)[C:15]1[CH:20]=[CH:19][CH:18]=[CH:17][CH:16]=1.